This data is from Experimentally validated miRNA-target interactions with 360,000+ pairs, plus equal number of negative samples. The task is: Binary Classification. Given a miRNA mature sequence and a target amino acid sequence, predict their likelihood of interaction. (1) The miRNA is hsa-miR-744-5p with sequence UGCGGGGCUAGGGCUAACAGCA. The protein sequence of the target gene is MSGGSADYNREHGGPEGMDPDGVIESNWNEIVDNFDDMNLKESLLRGIYAYGFEKPSAIQQRAIIPCIKGYDVIAQAQSGTGKTATFAISILQQLEIEFKETQALVLAPTRELAQQIQKVILALGDYMGATCHACIGGTNVRNEMQKLQAEAPHIVVGTPGRVFDMLNRRYLSPKWIKMFVLDEADEMLSRGFKDQIYEIFQKLNTSIQVVLLSATMPTDVLEVTKKFMRDPIRILVKKEELTLEGIKQFYINVEREEWKLDTLCDLYETLTITQAVIFLNTRRKVDWLTEKMHARDFTV.... Result: 1 (interaction). (2) The miRNA is mmu-miR-466h-5p with sequence UGUGUGCAUGUGCUUGUGUGUA. The protein sequence of the target gene is MSDRLGQITQGKDGKSKYSTLSLFDKYKGRSVGAVRSSVIPRHGLQSLGKVATARRMPPPANLPSLKSENKGNDPNIVIVPKDGTGWANKQDQQDPKSSSVTASQPPESQPQPGLQKSVSNLQKPTQSISQENTNSVPGGPKSWAQLSGKPVGHEGGLRGSSRLLSFSPEEFPTLKAAGGQDKAGKEKGALDLSYGPGPSLRPQNVTSWREGGGRNIISAASLSASPTELGSRNASGADGAPSLACTSDSKEPSLRPAQPSRRGASQFMGHGYQPPTYHDMLPAFMCSPQSSENQTTVER.... Result: 0 (no interaction). (3) The miRNA is hsa-miR-4454 with sequence GGAUCCGAGUCACGGCACCA. The protein sequence of the target gene is MSRIYQDSALRNKAVQSARLPGTWDPATHQGGNGILLEGELVDVSRHSILDAHGRKERYYVLYIQPSCIHRRKFDPKGNEIEPNFSATRKVNTGFLMSSYKVEAKGDTDRLTLEALKSLVNKPQLLELTESLTPDQAVAFWMPESEMEVMELELGTGVRLKTRGDGPFIDSLAKLELGTVTKCNFAGDGKTGASWTDNIMAQKSSERNTAEIREQGDGAEDEEWDD. Result: 0 (no interaction). (4) The miRNA is hsa-miR-6780b-3p with sequence UCCCUUGUCUCCUUUCCCUAG. The protein sequence of the target gene is MAGLSGAQIPDGEFTAVVYRLIRNARYAEAVQLLGGELQRSPRSRAGLSLLGYCYYRLQEFALAAECYEQLGQLHPELEQYRLYQAQALYKACLYAEATRVAFLLLDNPAYHSRVLRLQAAIKYSEGDLPGSRSLVEQLPSREGGEESGGENETDGQINLGCLLYKEGQYEAACSKFFAALQASGYQPDLSYNLALAYYSSRQYASALKHIAEIIERGIRQHPELGVGMTTEGIDVRSVGNTLVLHQTALVEAFNLKAAIEYQLRNYEAAQEALTDMPPRAEEELDPVTLHNQALMNMDA.... Result: 0 (no interaction). (5) The miRNA is mmu-miR-6901-3p with sequence GACCUUCUGUGUUCUUGCAG. The protein sequence of the target gene is MLQKREKVLLLRTFQGRTLRIVREHYLRPCVPCHSPLCPQPAACSHDGKLLSSDVTHYVIPDWKVVQDYLEILEFPELKGIIFMQTACQAVQHQRGRRQYNKLRNLLKDARHDCILFANEFQQCCYLPRERGESMEKWQTRSIYNAAVWYYHHCQDRMPIVMVTEDEEAIQQYGSETEGVFVITFKNYLDNFWPDLKAAHELCDSILQSRRERENESQESHGKEYPEHLPLEVLEAGIKSGRYIQGILNVNKHRAQIEAFVRLQGASSKDSDLVSDILIHGMKARNRSIHGDVVVVELLP.... Result: 0 (no interaction). (6) The miRNA is hsa-miR-7975 with sequence AUCCUAGUCACGGCACCA. The protein sequence of the target gene is MPVQLTTALRVVGTSLFALAVLGGILAAYVTGYQFIHTEKHYLSFGLYGAILGLHLLIQSLFAFLEHRRMRRAGQALKLPSPRRGSVALCIAAYQEDPDYLRKCLRSAQRISFPDLKVVMVVDGNRQEDAYMLDIFHEVLGGTEQAGFFVWRSNFHEAGEGETEASLQEGMDRVRDVVRASTFSCIMQKWGGKREVMYTAFKALGDSVDYIQVCDSDTVLDPACTIEMLRVLEEDPQVGGVGGDVQILNKYDSWISFLSSVRYWMAFNVERACQSYFGCVQCISGPLGMYRNSLLQQFLE.... Result: 0 (no interaction). (7) The miRNA is hsa-miR-603 with sequence CACACACUGCAAUUACUUUUGC. The protein sequence of the target gene is MAAHLVKRCTCLLREAARQAPAMAPVGRLRLAWVAHKTLTSSATSPISHLPGSLMEPVEKERASTPYIEKQVDHLIKKATRPEELLELLGGSHDLDSNQAAMVLIRLSHLLSEKPEDKGLLIQDAHFHQLLCLLNSQIASVWHGTLSKLLGSLYALGIPKASKELQSVEQEVRWRMRKLKYKHLAFLAESCATLSQEQHSQELLAELLTHLERRWTEIEDSHTLVTVMMKVGHLSEPLMNRLEDKCLELVEHFGPNELRKVLVMLAAQSRRSVPLLRAISYHLVQKPFSLTKDVLLDVAY.... Result: 1 (interaction). (8) The protein sequence of the target gene is MAAHLKKRVYEEFTKVVQPQEEIATKKLRLTKPSKSAALHIDLCKATSPADALQYLLQFARKPVEAESVEGVVRILLEHYYKENDPSVRLKIASLLGLLSKTAGFSPDCIMDDAINILQNEKSHQVLAQLLDTLLAIGTKLPENQAIQMRLVDVACKHLTDTSHGVRNKCLQLLGNLGSLEKSVTKDAEGLAARDVQKIIGDYFSDQDPRVRTAAIKAMLQLHERGLKLHQTIYNQACKLLSDDYEQVRSAAVQLIWVVSQLYPESIVPIPSSNEEIRLVDDAFGKICHMVSDGSWVVRV.... Result: 0 (no interaction). The miRNA is mmu-miR-455-5p with sequence UAUGUGCCUUUGGACUACAUCG.